From a dataset of Catalyst prediction with 721,799 reactions and 888 catalyst types from USPTO. Predict which catalyst facilitates the given reaction. (1) Reactant: Cl[C:2]1[N:9]=[CH:8][CH:7]=[CH:6][C:3]=1[C:4]#[N:5].[C:10]([O:14][C:15]([N:17]1[CH2:22][CH2:21][NH:20][CH2:19][CH2:18]1)=[O:16])([CH3:13])([CH3:12])[CH3:11].C(=O)([O-])O.[K+]. Product: [C:10]([O:14][C:15]([N:17]1[CH2:22][CH2:21][N:20]([C:2]2[C:3]([C:4]#[N:5])=[CH:6][CH:7]=[CH:8][N:9]=2)[CH2:19][CH2:18]1)=[O:16])([CH3:13])([CH3:11])[CH3:12]. The catalyst class is: 9. (2) Reactant: [C:1]1([C:7]2[C:11]([C:12]3[CH:17]=[CH:16][CH:15]=[CH:14][CH:13]=3)=[C:10]([C:18]([O:20]CC)=[O:19])[NH:9][N:8]=2)[CH:6]=[CH:5][CH:4]=[CH:3][CH:2]=1.[OH-].[Li+]. Product: [C:1]1([C:7]2[C:11]([C:12]3[CH:13]=[CH:14][CH:15]=[CH:16][CH:17]=3)=[C:10]([C:18]([OH:20])=[O:19])[NH:9][N:8]=2)[CH:2]=[CH:3][CH:4]=[CH:5][CH:6]=1. The catalyst class is: 92.